Dataset: Forward reaction prediction with 1.9M reactions from USPTO patents (1976-2016). Task: Predict the product of the given reaction. (1) Given the reactants [CH2:1]([O:8][NH:9][C:10]([C@@H:12]1[N:17]([S:18]([C:21]2[CH:26]=[CH:25][C:24]([O:27][C:28]3[CH:33]=[CH:32][CH:31]=[CH:30][CH:29]=3)=[CH:23][CH:22]=2)(=[O:20])=[O:19])[CH2:16][C@@H:15]2[O:34]C(C)(C)[O:36][C@H:14]2[C@@H:13]1[OH:39])=[O:11])[C:2]1[CH:7]=[CH:6][CH:5]=[CH:4][CH:3]=1, predict the reaction product. The product is: [CH2:1]([O:8][NH:9][C:10]([C@H:12]1[C@@H:13]([OH:39])[C@H:14]([OH:36])[C@@H:15]([OH:34])[CH2:16][N:17]1[S:18]([C:21]1[CH:26]=[CH:25][C:24]([O:27][C:28]2[CH:33]=[CH:32][CH:31]=[CH:30][CH:29]=2)=[CH:23][CH:22]=1)(=[O:19])=[O:20])=[O:11])[C:2]1[CH:3]=[CH:4][CH:5]=[CH:6][CH:7]=1. (2) Given the reactants Br[C:2]1[CH:3]=[CH:4][C:5]([C:8]([NH:10][C@@H:11]([C:22]2[CH:27]=[CH:26][C:25]([C:28]([F:31])([F:30])[F:29])=[CH:24][CH:23]=2)[C:12]2[C:17]([C:18]([F:21])([F:20])[F:19])=[CH:16][CH:15]=[CH:14][N:13]=2)=[O:9])=[N:6][CH:7]=1.[CH3:32][N:33](C=O)C, predict the reaction product. The product is: [C:32]([C:2]1[CH:3]=[CH:4][C:5]([C:8]([NH:10][C@@H:11]([C:22]2[CH:23]=[CH:24][C:25]([C:28]([F:31])([F:30])[F:29])=[CH:26][CH:27]=2)[C:12]2[C:17]([C:18]([F:21])([F:20])[F:19])=[CH:16][CH:15]=[CH:14][N:13]=2)=[O:9])=[N:6][CH:7]=1)#[N:33]. (3) Given the reactants C([Mg]Cl)(C)C.Br[C:7]1[CH:8]=[CH:9][C:10]([O:13][CH3:14])=[N:11][CH:12]=1.Br[C:16]1[CH:21]=[CH:20][CH:19]=[CH:18][N:17]=1, predict the reaction product. The product is: [CH3:14][O:13][C:10]1[N:11]=[CH:12][C:7]([C:16]2[CH:21]=[CH:20][CH:19]=[CH:18][N:17]=2)=[CH:8][CH:9]=1. (4) Given the reactants [F:1][C:2]([F:12])([F:11])[C:3](=O)[CH2:4][C:5]([O:7]CC)=O.[NH2:13][C:14]1[CH:19]=[CH:18][CH:17]=[C:16]([NH2:20])[N:15]=1, predict the reaction product. The product is: [NH2:13][C:14]1[N:15]=[C:16]2[C:17]([C:3]([C:2]([F:1])([F:11])[F:12])=[CH:4][C:5](=[O:7])[NH:20]2)=[CH:18][CH:19]=1. (5) The product is: [Cl:13][C:10]1[N:9]=[C:8]([C:14]([NH:16][C:17]2[CH:21]=[CH:20][N:19]([CH3:22])[N:18]=2)=[O:15])[C:7]([S:30][C:27]2[CH:28]=[CH:29][C:24]([OH:23])=[CH:25][CH:26]=2)=[CH:12][CH:11]=1. Given the reactants CN(C)C=O.Cl[C:7]1[C:8]([C:14]([NH:16][C:17]2[CH:21]=[CH:20][N:19]([CH3:22])[N:18]=2)=[O:15])=[N:9][C:10]([Cl:13])=[CH:11][CH:12]=1.[OH:23][C:24]1[CH:29]=[CH:28][C:27]([SH:30])=[CH:26][CH:25]=1.C(=O)([O-])[O-].[K+].[K+], predict the reaction product.